Predict the reaction yield, written as a fraction of the theoretical maximum amount of product (1.0 means a 100% yield; for example, 0.34 means a 34% yield). From a dataset of Reaction yield outcomes from USPTO patents with 853,638 reactions. (1) The reactants are O[Li].O.FC1C=C(C=C(F)C=1)C([O:10][C:11]12[CH2:17][C:14]([CH2:18][CH2:19][CH2:20][C:21]([OH:23])=[O:22])([CH2:15][CH2:16]1)[CH2:13][CH2:12]2)=O.[CH2:28]1COCC1. The catalyst is O.CCOC(C)=O. The product is [OH:10][C:11]12[CH2:17][C:14]([CH2:18][CH2:19][CH2:20][C:21]([O:23][CH3:28])=[O:22])([CH2:13][CH2:12]1)[CH2:15][CH2:16]2. The yield is 0.850. (2) The reactants are [Cl:1][C:2]1[CH:7]=[CH:6][CH:5]=[C:4]([Cl:8])[C:3]=1[C:9]([NH:11][C@H:12]([C:35]([O:37]C)=[O:36])[CH2:13][C:14]1[CH:19]=[CH:18][C:17]([O:20][CH2:21][CH2:22][C:23]2[CH:28]=[CH:27][CH:26]=[C:25]([NH:29][CH2:30][CH2:31][N:32]([CH3:34])[CH3:33])[N:24]=2)=[CH:16][CH:15]=1)=[O:10].[Li+].[OH-]. The catalyst is CC(N(C)C)=O.O. The product is [Cl:1][C:2]1[CH:7]=[CH:6][CH:5]=[C:4]([Cl:8])[C:3]=1[C:9]([NH:11][C@H:12]([C:35]([OH:37])=[O:36])[CH2:13][C:14]1[CH:15]=[CH:16][C:17]([O:20][CH2:21][CH2:22][C:23]2[CH:28]=[CH:27][CH:26]=[C:25]([NH:29][CH2:30][CH2:31][N:32]([CH3:33])[CH3:34])[N:24]=2)=[CH:18][CH:19]=1)=[O:10]. The yield is 0.0600. (3) The reactants are [Li]CCCC.Br[C:7]1[C:15]2[S:14][C:13]([N:16]3[CH2:21][N:20]([CH3:22])[CH2:19][N:18]([CH2:23][CH3:24])[C:17]3=[O:25])=[N:12][C:11]=2[CH:10]=[C:9]([C:26]2[CH:27]=[N:28][C:29]([N:32]3[CH2:37][CH2:36][C:35]([CH2:43][CH3:44])([C:38]([O:40][CH2:41][CH3:42])=[O:39])[CH2:34][CH2:33]3)=[N:30][CH:31]=2)[CH:8]=1.CN([CH:48]=[O:49])C. The catalyst is C1COCC1. The product is [CH2:43]([C:35]1([C:38]([O:40][CH2:41][CH3:42])=[O:39])[CH2:36][CH2:37][N:32]([C:29]2[N:28]=[CH:27][C:26]([C:9]3[CH:8]=[C:7]([CH:48]=[O:49])[C:15]4[S:14][C:13]([N:16]5[CH2:21][N:20]([CH3:22])[CH2:19][N:18]([CH2:23][CH3:24])[C:17]5=[O:25])=[N:12][C:11]=4[CH:10]=3)=[CH:31][N:30]=2)[CH2:33][CH2:34]1)[CH3:44]. The yield is 0.460. (4) The reactants are [H-].[Na+].[NH:3]1[CH2:7][CH2:6][NH:5][C:4]1=[C:8]([C:11]#[N:12])[C:9]#[N:10].[C:13]([O:17][C:18]([N:20]1[CH2:25][CH2:24][CH:23]([CH2:26]OS(C)(=O)=O)[CH2:22][CH2:21]1)=[O:19])([CH3:16])([CH3:15])[CH3:14].[Cl-].[NH4+:33]. The catalyst is CN(C=O)C. The product is [C:13]([O:17][C:18]([N:33]1[CH2:25][CH2:24][CH:23]([CH2:26][N:3]2[CH2:7][CH2:6][N:5]([CH2:26][CH:23]3[CH2:22][CH2:21][N:20]([C:18]([O:17][C:13]([CH3:14])([CH3:15])[CH3:16])=[O:19])[CH2:25][CH2:24]3)[C:4]2=[C:8]([C:11]#[N:12])[C:9]#[N:10])[CH2:22][CH2:21]1)=[O:19])([CH3:14])([CH3:16])[CH3:15]. The yield is 0.270. (5) The reactants are Cl[C:2]1[C:11]2[C:6](=[CH:7][CH:8]=[CH:9][CH:10]=2)[C:5]([C:12]2[CH:17]=[CH:16][CH:15]=[C:14]([F:18])[CH:13]=2)=[C:4]([C:19](=[O:21])[CH3:20])[N:3]=1.[CH3:22][N:23](C)C=O. The catalyst is [C-]#N.[Zn+2].[C-]#N.C1C=CC([P]([Pd]([P](C2C=CC=CC=2)(C2C=CC=CC=2)C2C=CC=CC=2)([P](C2C=CC=CC=2)(C2C=CC=CC=2)C2C=CC=CC=2)[P](C2C=CC=CC=2)(C2C=CC=CC=2)C2C=CC=CC=2)(C2C=CC=CC=2)C2C=CC=CC=2)=CC=1. The product is [C:19]([C:4]1[N:3]=[C:2]([C:22]#[N:23])[C:11]2[C:6]([C:5]=1[C:12]1[CH:17]=[CH:16][CH:15]=[C:14]([F:18])[CH:13]=1)=[CH:7][CH:8]=[CH:9][CH:10]=2)(=[O:21])[CH3:20]. The yield is 0.0600. (6) The reactants are [CH2:1]([NH:6][C:7]1[CH:14]=[CH:13][C:10]([C:11]#[N:12])=[CH:9][C:8]=1[N+:15]([O-])=O)[CH2:2][CH:3]([CH3:5])[CH3:4]. The catalyst is [Pd].CO. The product is [NH2:15][C:8]1[CH:9]=[C:10]([CH:13]=[CH:14][C:7]=1[NH:6][CH2:1][CH2:2][CH:3]([CH3:5])[CH3:4])[C:11]#[N:12]. The yield is 0.990.